This data is from Forward reaction prediction with 1.9M reactions from USPTO patents (1976-2016). The task is: Predict the product of the given reaction. (1) Given the reactants [CH3:1][C:2]1[CH:3]=[CH:4][C:5]([C:8]2[N:12]([C:13]3[CH:14]=[CH:15][C:16]([S:19]([NH2:22])(=[O:21])=[O:20])=[CH:17][CH:18]=3)[N:11]=[C:10]([C:23]([F:26])([F:25])[F:24])[CH:9]=2)=[CH:6][CH:7]=1.[C:27]([NH2:34])(=[O:33])[CH2:28][CH2:29][C:30]([OH:32])=[O:31].C(C1NC=CN=1)(C1NC=CN=1)=O.[NH2:47][CH2:48][CH2:49][S:50]([OH:53])(=[O:52])=[O:51].C(N(CC)CC)C.CC1(C)C2(CS(O)(=O)=O)C(CC1CC2)=O, predict the reaction product. The product is: [CH3:1][C:2]1[CH:3]=[CH:4][C:5]([C:8]2[N:12]([C:13]3[CH:14]=[CH:15][C:16]([S:19]([NH2:22])(=[O:21])=[O:20])=[CH:17][CH:18]=3)[N:11]=[C:10]([C:23]([F:25])([F:24])[F:26])[CH:9]=2)=[CH:6][CH:7]=1.[C:27]([NH2:34])(=[O:33])[CH2:28][CH2:29][C:30]([OH:32])=[O:31].[NH2:47][CH2:48][CH2:49][S:50]([OH:53])(=[O:52])=[O:51]. (2) Given the reactants [Cl-].[CH:2]1([NH2+:10][CH2:11][CH2:12]Cl)[CH2:9][CH2:8][CH2:7][CH2:6][CH2:5][CH2:4][CH2:3]1.[Cl:14][C:15]1[C:20]([Cl:21])=[CH:19][CH:18]=[CH:17][C:16]=1[N:22]=[C:23]=[S:24], predict the reaction product. The product is: [Cl:14][C:15]1[C:20]([Cl:21])=[CH:19][CH:18]=[CH:17][C:16]=1[N:22]=[C:23]1[N:10]([CH:2]2[CH2:3][CH2:4][CH2:5][CH2:6][CH2:7][CH2:8][CH2:9]2)[CH2:11][CH2:12][S:24]1.